From a dataset of Full USPTO retrosynthesis dataset with 1.9M reactions from patents (1976-2016). Predict the reactants needed to synthesize the given product. The reactants are: [NH2:1][C:2]1[CH:3]=[CH:4][C:5]2[O:10][C@:9]([CH:12]([O:15][CH3:16])[O:13][CH3:14])([CH3:11])[C@H:8]([OH:17])[C@@H:7]([N:18]3[C:22]4[CH:23]=[CH:24][CH:25]=[CH:26][C:21]=4[O:20][C:19]3=[S:27])[C:6]=2[CH:28]=1.C(N([CH2:34][CH3:35])CC)C.[C:36]([O-:39])(O)=O.[Na+]. Given the product [C:36]([NH:1][C:2]1[CH:3]=[CH:4][C:5]2[O:10][C@:9]([CH:12]([O:15][CH3:16])[O:13][CH3:14])([CH3:11])[C@H:8]([OH:17])[C@@H:7]([N:18]3[C:22]4[CH:23]=[CH:24][CH:25]=[CH:26][C:21]=4[O:20][C:19]3=[S:27])[C:6]=2[CH:28]=1)(=[O:39])[C:35]1[CH:34]=[CH:6][CH:28]=[CH:2][CH:3]=1, predict the reactants needed to synthesize it.